This data is from Full USPTO retrosynthesis dataset with 1.9M reactions from patents (1976-2016). The task is: Predict the reactants needed to synthesize the given product. (1) Given the product [Cl:1][C:2]1[CH:7]=[CH:6][C:5]([S:8]([N:11]([CH2:25][C:24]2[CH:27]=[CH:28][CH:29]=[C:22]([Cl:21])[CH:23]=2)[CH2:12][C:13]2[CH:18]=[CH:17][C:16]([C:19]#[N:20])=[CH:15][CH:14]=2)(=[O:9])=[O:10])=[CH:4][CH:3]=1, predict the reactants needed to synthesize it. The reactants are: [Cl:1][C:2]1[CH:7]=[CH:6][C:5]([S:8]([NH:11][CH2:12][C:13]2[CH:18]=[CH:17][C:16]([C:19]#[N:20])=[CH:15][CH:14]=2)(=[O:10])=[O:9])=[CH:4][CH:3]=1.[Cl:21][C:22]1[CH:23]=[C:24]([CH:27]=[CH:28][CH:29]=1)[CH2:25]Br. (2) Given the product [CH3:34][O:33][C:31]([CH:28]1[CH2:29][S:30][CH:11]([CH2:12][C:8]([NH:7][C:6]([O:5][C:1]([CH3:4])([CH3:3])[CH3:2])=[O:21])([C:9]([OH:10])=[O:14])[C:15]2[CH:20]=[CH:19][CH:18]=[CH:17][CH:16]=2)[NH:27]1)=[O:32], predict the reactants needed to synthesize it. The reactants are: [C:1]([O:5][C:6](=[O:21])[NH:7][C:8]1([C:15]2[CH:20]=[CH:19][CH:18]=[CH:17][CH:16]=2)[CH2:12][CH:11](O)[O:10][C:9]1=[O:14])([CH3:4])([CH3:3])[CH3:2].C([O-])(O)=O.[Na+].[NH2:27][C@H:28]([C:31]([O:33][CH3:34])=[O:32])[CH2:29][SH:30].Cl.O. (3) Given the product [ClH:30].[NH2:4][C:5]1[CH:6]=[C:7]2[C:12](=[CH:13][CH:14]=1)[O:11][CH:10]([CH2:15][C:16]([O:20][CH2:18][CH3:19])=[O:23])[CH2:9][CH2:8]2, predict the reactants needed to synthesize it. The reactants are: C([NH:4][C:5]1[CH:6]=[C:7]2[C:12](=[CH:13][CH:14]=1)[O:11][CH:10]([CH2:15][C:16]#N)[CH2:9][CH2:8]2)(=O)C.[CH2:18]([OH:20])[CH3:19].CC[O:23]CC.C(O)(C)C.[ClH:30]. (4) Given the product [CH:9]([CH:12]1[C:17]2[N:18]=[CH:19][NH:20][C:16]=2[CH2:15][CH2:14][N:13]1[C:21]([O:3][C@H:4]1[CH2:8][CH2:7][O:6][CH2:5]1)=[O:22])([CH3:11])[CH3:10], predict the reactants needed to synthesize it. The reactants are: [H-].[Na+].[OH:3][C@H:4]1[CH2:8][CH2:7][O:6][CH2:5]1.[CH:9]([CH:12]1[C:17]2[N:18]=[CH:19][NH:20][C:16]=2[CH2:15][CH2:14][N:13]1[C:21](OCC(Cl)(Cl)Cl)=[O:22])([CH3:11])[CH3:10].